From a dataset of Catalyst prediction with 721,799 reactions and 888 catalyst types from USPTO. Predict which catalyst facilitates the given reaction. (1) Reactant: [Cl:1][C:2]1[N:7]=[N:6][C:5]([C:8]([O:10]C)=O)=[CH:4][CH:3]=1.[NH3:12]. Product: [Cl:1][C:2]1[N:7]=[N:6][C:5]([C:8]([NH2:12])=[O:10])=[CH:4][CH:3]=1. The catalyst class is: 5. (2) Reactant: C([N:18]([CH:23]1[C:31]2[C:26](=[CH:27][CH:28]=[CH:29][CH:30]=2)[CH2:25][CH2:24]1)[CH2:19][C:20]([OH:22])=[O:21])(OCC1C2C(=CC=CC=2)C2C1=CC=CC=2)=O.[NH2:32][C@H:33]([C:37]([O:39][CH2:40][CH:41]=[CH2:42])=[O:38])[CH:34]([CH3:36])[CH3:35].CN(C=O)C.N1CCCCC1. Product: [CH:23]1([NH:18][CH2:19][C:20]([OH:22])=[O:21])[C:31]2[C:26](=[CH:27][CH:28]=[CH:29][CH:30]=2)[CH2:25][CH2:24]1.[NH2:32][C@H:33]([C:37]([O:39][CH2:40][CH:41]=[CH2:42])=[O:38])[CH:34]([CH3:36])[CH3:35]. The catalyst class is: 2. (3) Reactant: C[Si]([N-][Si](C)(C)C)(C)C.[Na+].[Cl:11][C:12]1[C:17]([NH:18][CH3:19])=[CH:16][C:15]([O:20][CH3:21])=[CH:14][N:13]=1.[Cl:22][C:23]1[N:28]=[C:27](Cl)[CH:26]=[CH:25][N:24]=1. Product: [Cl:22][C:23]1[N:28]=[C:27]([N:18]([C:17]2[C:12]([Cl:11])=[N:13][CH:14]=[C:15]([O:20][CH3:21])[CH:16]=2)[CH3:19])[CH:26]=[CH:25][N:24]=1. The catalyst class is: 1.